From a dataset of Reaction yield outcomes from USPTO patents with 853,638 reactions. Predict the reaction yield, written as a fraction of the theoretical maximum amount of product (1.0 means a 100% yield; for example, 0.34 means a 34% yield). (1) The reactants are [N+:1]([C:4]1[CH:5]=[C:6]([C:10]2[N:11]=[C:12]([CH:15]3[CH2:20][CH2:19][O:18][CH2:17][CH2:16]3)[S:13][CH:14]=2)[CH:7]=[CH:8][CH:9]=1)([O-:3])=[O:2].C([O-])(=O)C.[Na+].[Br:26]Br. The catalyst is C(O)(=O)C.[OH-].[Na+]. The product is [Br:26][C:14]1[S:13][C:12]([CH:15]2[CH2:20][CH2:19][O:18][CH2:17][CH2:16]2)=[N:11][C:10]=1[C:6]1[CH:7]=[CH:8][CH:9]=[C:4]([N+:1]([O-:3])=[O:2])[CH:5]=1. The yield is 1.00. (2) The reactants are F[C:2]1[CH:7]=[CH:6][N:5]=[C:4]([C:8]([OH:10])=[O:9])[CH:3]=1.[CH:11]1([C:14]2[N:15]=[CH:16][NH:17][CH:18]=2)[CH2:13][CH2:12]1.CN1CCOCC1.C(#N)C.CO. The catalyst is CN(C)C=O.Cl. The product is [CH:11]1([C:14]2[N:15]=[CH:16][N:17]([C:2]3[CH:7]=[CH:6][N:5]=[C:4]([C:8]([OH:10])=[O:9])[CH:3]=3)[CH:18]=2)[CH2:13][CH2:12]1. The yield is 0.690. (3) The reactants are [F:1][C:2]([F:14])([F:13])I1C2C=CC=CC=2C(=O)O1.[Cl:15][C:16]1[C:34]([CH3:35])=[CH:33][C:19]([O:20][CH2:21][CH2:22][CH2:23][C:24]2[C:32]3[C:27](=[CH:28][CH:29]=[CH:30][CH:31]=3)[NH:26][CH:25]=2)=[CH:18][C:17]=1[CH3:36].[C:37]([O-:40])(O)=[O:38].[Na+]. The catalyst is CO.CCOCC. The product is [C:37]([OH:40])([C:2]([F:14])([F:13])[F:1])=[O:38].[Cl:15][C:16]1[C:34]([CH3:35])=[CH:33][C:19]([O:20][CH2:21][CH2:22][CH2:23][C:24]2[C:32]3[C:27](=[CH:28][CH:29]=[CH:30][CH:31]=3)[NH:26][C:25]=2[C:2]([F:14])([F:13])[F:1])=[CH:18][C:17]=1[CH3:36]. The yield is 0.00100. (4) The reactants are [OH:1][CH2:2][CH2:3][N:4]([CH2:12][CH2:13][N:14]1[CH2:19][CH2:18][S:17][C:16]2[CH:20]=[CH:21][C:22]([N+:24]([O-])=O)=[CH:23][C:15]1=2)[C:5](=[O:11])[O:6][C:7]([CH3:10])([CH3:9])[CH3:8].I.[S:28]1[CH:32]=[CH:31][CH:30]=[C:29]1[C:33](SC)=[NH:34]. The catalyst is C(O)C.ClCCl.[Pd]. The product is [OH:1][CH2:2][CH2:3][N:4]([CH2:12][CH2:13][N:14]1[CH2:19][CH2:18][S:17][C:16]2[CH:20]=[CH:21][C:22]([NH:24][C:33]([C:29]3[S:28][CH:32]=[CH:31][CH:30]=3)=[NH:34])=[CH:23][C:15]1=2)[C:5](=[O:11])[O:6][C:7]([CH3:10])([CH3:9])[CH3:8]. The yield is 0.476.